Dataset: Full USPTO retrosynthesis dataset with 1.9M reactions from patents (1976-2016). Task: Predict the reactants needed to synthesize the given product. (1) Given the product [C:47]([O:51][C:52]([N:54]1[CH2:59][CH2:58][C:57]2([CH2:64][CH2:63][N:62]([C:67]3[CH:68]=[N:69][CH:70]=[CH:71][CH:72]=3)[CH2:61][CH2:60]2)[CH2:56][CH2:55]1)=[O:53])([CH3:50])([CH3:48])[CH3:49], predict the reactants needed to synthesize it. The reactants are: C1C=CC(P(C2C(C3C(P(C4C=CC=CC=4)C4C=CC=CC=4)=CC=C4C=3C=CC=C4)=C3C(C=CC=C3)=CC=2)C2C=CC=CC=2)=CC=1.[C:47]([O:51][C:52]([N:54]1[CH2:59][CH2:58][C:57]2([CH2:64][CH2:63][NH:62][CH2:61][CH2:60]2)[CH2:56][CH2:55]1)=[O:53])([CH3:50])([CH3:49])[CH3:48].Cl.Br[C:67]1[CH:68]=[N:69][CH:70]=[CH:71][CH:72]=1. (2) Given the product [Br:20][C:10]1[N:2]([CH3:1])[N:3]=[C:4]2[C:9]=1[C:8]1[C@H:11]([CH2:14][CH2:15][NH:16][C:17](=[O:19])[CH3:18])[CH2:12][CH2:13][C:7]=1[CH:6]=[CH:5]2, predict the reactants needed to synthesize it. The reactants are: [CH3:1][N:2]1[CH:10]=[C:9]2[C:4]([CH:5]=[CH:6][C:7]3[CH2:13][CH2:12][C@@H:11]([CH2:14][CH2:15][NH:16][C:17](=[O:19])[CH3:18])[C:8]=32)=[N:3]1.[Br:20]N1C(=O)CCC1=O.